From a dataset of Reaction yield outcomes from USPTO patents with 853,638 reactions. Predict the reaction yield, written as a fraction of the theoretical maximum amount of product (1.0 means a 100% yield; for example, 0.34 means a 34% yield). (1) The reactants are ClC(Cl)(Cl)[C:3]([C:5]1[N:14]2[C:8]([CH2:9][N:10]([C:19]([C:21]3[CH:26]=[CH:25][C:24]([C:27]4[CH:32]=[CH:31][CH:30]=[CH:29][C:28]=4[CH3:33])=[C:23]([O:34][CH3:35])[CH:22]=3)=[O:20])[C:11]3[CH:18]=[CH:17][CH:16]=[CH:15][C:12]=3[CH2:13]2)=[CH:7][CH:6]=1)=[O:4].[F:38][C:39]([F:49])([F:48])[C:40]1[CH:47]=[CH:46][CH:45]=[CH:44][C:41]=1[CH2:42][NH2:43]. No catalyst specified. The product is [CH3:35][O:34][C:23]1[CH:22]=[C:21]([C:19]([N:10]2[C:11]3[CH:18]=[CH:17][CH:16]=[CH:15][C:12]=3[CH2:13][N:14]3[C:5]([C:3]([NH:43][CH2:42][C:41]4[CH:44]=[CH:45][CH:46]=[CH:47][C:40]=4[C:39]([F:48])([F:49])[F:38])=[O:4])=[CH:6][CH:7]=[C:8]3[CH2:9]2)=[O:20])[CH:26]=[CH:25][C:24]=1[C:27]1[CH:32]=[CH:31][CH:30]=[CH:29][C:28]=1[CH3:33]. The yield is 0.750. (2) The reactants are [CH2:1]([N:8]1[CH:12]=[C:11]([C:13](OCC)=[O:14])[C:10]([O:18][CH2:19][C:20]2[CH:25]=[CH:24][C:23]([O:26][CH2:27][C:28]3[N:29]=[C:30]([C:34]4[O:35][CH:36]=[CH:37][CH:38]=4)[O:31][C:32]=3[CH3:33])=[C:22]([O:39][CH2:40][O:41][CH3:42])[CH:21]=2)=[N:9]1)[C:2]1[CH:7]=[CH:6][CH:5]=[CH:4][CH:3]=1.[H-].[Al+3].[Li+].[H-].[H-].[H-].O.O.O.O.O.O.O.O.O.O.S([O-])([O-])(=O)=O.[Na+].[Na+]. The catalyst is O1CCCC1.C(OCC)(=O)C. The product is [CH2:1]([N:8]1[CH:12]=[C:11]([CH2:13][OH:14])[C:10]([O:18][CH2:19][C:20]2[CH:25]=[CH:24][C:23]([O:26][CH2:27][C:28]3[N:29]=[C:30]([C:34]4[O:35][CH:36]=[CH:37][CH:38]=4)[O:31][C:32]=3[CH3:33])=[C:22]([O:39][CH2:40][O:41][CH3:42])[CH:21]=2)=[N:9]1)[C:2]1[CH:3]=[CH:4][CH:5]=[CH:6][CH:7]=1. The yield is 0.970. (3) The reactants are C1(C(=[N:14][CH:15]([CH2:21][CH:22]=[C:23]2[CH2:28][CH2:27][O:26][CH2:25][CH2:24]2)[C:16]([O:18][CH2:19][CH3:20])=[O:17])C2C=CC=CC=2)C=CC=CC=1.O.C(O)(=O)C. The catalyst is C1COCC1. The product is [NH2:14][CH:15]([CH2:21][CH:22]=[C:23]1[CH2:24][CH2:25][O:26][CH2:27][CH2:28]1)[C:16]([O:18][CH2:19][CH3:20])=[O:17]. The yield is 0.790. (4) The reactants are [OH:1][C:2]1([CH:8]([C:23]2[CH:28]=[CH:27][CH:26]=[C:25]([C:29]#[C:30][Si](C)(C)C)[CH:24]=2)[CH2:9][N:10]2[CH2:15][CH2:14][N:13]([C:16]([O:18][C:19]([CH3:22])([CH3:21])[CH3:20])=[O:17])[CH2:12][CH2:11]2)[CH2:7][CH2:6][CH2:5][CH2:4][CH2:3]1.C(=O)([O-])[O-].[K+].[K+]. The catalyst is CO. The product is [C:29]([C:25]1[CH:24]=[C:23]([CH:8]([C:2]2([OH:1])[CH2:7][CH2:6][CH2:5][CH2:4][CH2:3]2)[CH2:9][N:10]2[CH2:11][CH2:12][N:13]([C:16]([O:18][C:19]([CH3:22])([CH3:21])[CH3:20])=[O:17])[CH2:14][CH2:15]2)[CH:28]=[CH:27][CH:26]=1)#[CH:30]. The yield is 0.800. (5) The reactants are [C:1]([O:5][C:6]([N:8]1[C@H:13]([C:14](O)=[O:15])[CH2:12][C@@H:11]2[C@H:9]1[CH2:10]2)=[O:7])([CH3:4])([CH3:3])[CH3:2]. The catalyst is C1COCC1. The product is [OH:15][CH2:14][C@@H:13]1[CH2:12][C@@H:11]2[C@@H:9]([CH2:10]2)[N:8]1[C:6]([O:5][C:1]([CH3:4])([CH3:3])[CH3:2])=[O:7]. The yield is 0.910. (6) The reactants are C([O:4][C@@H:5]1[C@H:9]([O:10]C(=O)C)[C@@H:8]([CH3:14])[O:7][C@H:6]1[N:15]1[CH:22]=[C:21]([F:23])[C:19]([NH2:20])=[N:18][C:16]1=[O:17])(=O)C.N1C=CC=CC=1.[CH2:30]([O:35][C:36](Cl)=[O:37])[CH2:31][CH2:32][CH2:33][CH3:34].[OH-].[Na+].C(O)(=O)CC(CC(O)=O)(C(O)=O)O. The catalyst is O.C(Cl)Cl. The product is [CH3:34][CH2:33][CH2:32][CH2:31][CH2:30][O:35][C:36]([NH:20][C:19]1[C:21]([F:23])=[CH:22][N:15]([C@@H:6]2[O:7][C@H:8]([CH3:14])[C@@H:9]([OH:10])[C@H:5]2[OH:4])[C:16](=[O:17])[N:18]=1)=[O:37]. The yield is 0.770. (7) The reactants are Br[C:2]1[CH:3]=[C:4]2[N:12]([CH3:13])[CH:11]=[CH:10][C:5]2=[N:6][C:7]=1[C:8]#[N:9].CC(C)([O-:17])C.[Na+].C1C=CC(P(C2C(C3C(P(C4C=CC=CC=4)C4C=CC=CC=4)=CC=C4C=3C=CC=C4)=C3C(C=CC=C3)=CC=2)C2C=CC=CC=2)=CC=1.O=C1[CH2:70][C:69]2([CH2:73][NH:72][CH2:71]2)[CH2:68]1. The catalyst is CC(N(C)C)=O.C(Cl)Cl.C1C=CC(/C=C/C(/C=C/C2C=CC=CC=2)=O)=CC=1.C1C=CC(/C=C/C(/C=C/C2C=CC=CC=2)=O)=CC=1.C1C=CC(/C=C/C(/C=C/C2C=CC=CC=2)=O)=CC=1.[Pd].[Pd]. The product is [CH3:13][N:12]1[C:4]2[C:5](=[N:6][C:7]([C:8]#[N:9])=[C:2]([N:72]3[CH2:73][C:69]4([CH2:70][O:17][CH2:68]4)[CH2:71]3)[CH:3]=2)[CH:10]=[CH:11]1. The yield is 0.690.